Dataset: Catalyst prediction with 721,799 reactions and 888 catalyst types from USPTO. Task: Predict which catalyst facilitates the given reaction. Reactant: [C:1]([NH2:4])(=[S:3])[CH3:2].Br[CH2:6][C:7]([C:9]1[CH:14]=[CH:13][CH:12]=[C:11]([O:15][CH3:16])[CH:10]=1)=O. Product: [CH3:16][O:15][C:11]1[CH:10]=[C:9]([C:7]2[N:4]=[C:1]([CH3:2])[S:3][CH:6]=2)[CH:14]=[CH:13][CH:12]=1. The catalyst class is: 6.